Dataset: Full USPTO retrosynthesis dataset with 1.9M reactions from patents (1976-2016). Task: Predict the reactants needed to synthesize the given product. (1) Given the product [NH2:32][C:33]1[CH:34]=[C:35]([C:2]2[C:3]([C@@H:8]([NH:18][C:19](=[O:31])[CH2:20][C:21]3[C:29]4[C:24](=[CH:25][CH:26]=[C:27]([F:30])[CH:28]=4)[NH:23][CH:22]=3)[CH2:9][C:10]3[CH:11]=[C:12]([F:17])[CH:13]=[C:14]([F:16])[CH:15]=3)=[N:4][CH:5]=[CH:6][CH:7]=2)[CH:36]=[CH:37][C:38]=1[F:39], predict the reactants needed to synthesize it. The reactants are: Br[C:2]1[C:3]([C@@H:8]([NH:18][C:19](=[O:31])[CH2:20][C:21]2[C:29]3[C:24](=[CH:25][CH:26]=[C:27]([F:30])[CH:28]=3)[NH:23][CH:22]=2)[CH2:9][C:10]2[CH:15]=[C:14]([F:16])[CH:13]=[C:12]([F:17])[CH:11]=2)=[N:4][CH:5]=[CH:6][CH:7]=1.[NH2:32][C:33]1[CH:34]=[C:35](B(O)O)[CH:36]=[CH:37][C:38]=1[F:39].C([O-])([O-])=O.[K+].[K+].C(OCC)(=O)C. (2) Given the product [F:1][C:2]1[CH:7]=[CH:6][C:5]([F:8])=[CH:4][C:3]=1[S:9][CH2:10][CH2:11][C:12]([Cl:18])=[O:14], predict the reactants needed to synthesize it. The reactants are: [F:1][C:2]1[CH:7]=[CH:6][C:5]([F:8])=[CH:4][C:3]=1[S:9][CH2:10][CH2:11][C:12]([OH:14])=O.C(Cl)(=O)C([Cl:18])=O.CN(C=O)C.